Dataset: Forward reaction prediction with 1.9M reactions from USPTO patents (1976-2016). Task: Predict the product of the given reaction. (1) The product is: [OH:33][C:26]([C:24]1[O:25][C:21]([NH:20][CH2:17][C:13]2[CH:12]=[C:11]3[C:16]([C:7]([C:5]4[N:6]=[C:2]([CH3:1])[S:3][CH:4]=4)=[CH:8][C:9](=[O:19])[O:10]3)=[CH:15][CH:14]=2)=[N:22][N:23]=1)([C:27]([F:29])([F:28])[F:30])[CH2:31][CH3:32]. Given the reactants [CH3:1][C:2]1[S:3][CH:4]=[C:5]([C:7]2[C:16]3[C:11](=[CH:12][C:13]([CH:17]=O)=[CH:14][CH:15]=3)[O:10][C:9](=[O:19])[CH:8]=2)[N:6]=1.[NH2:20][C:21]1[O:25][C:24]([C:26]([OH:33])([CH2:31][CH3:32])[C:27]([F:30])([F:29])[F:28])=[N:23][N:22]=1.CC1C=CC(S([O-])(=O)=O)=CC=1.C1C=C[NH+]=CC=1.[BH4-].[Na+], predict the reaction product. (2) Given the reactants [CH3:1][O:2][C:3]1[CH:4]=[N:5][C:6]2[C:11]([CH:12]=1)=[C:10]([CH:13]1[CH2:15][O:14]1)[CH:9]=[CH:8][CH:7]=2.[O:16]1[C:21]2[CH:22]=[CH:23][C:24]([CH2:26][CH2:27][N:28]3[CH2:33][CH2:32][NH:31][CH2:30][CH2:29]3)=[CH:25][C:20]=2[O:19][CH2:18][CH2:17]1.Cl([O-])(=O)(=O)=O.[Li+], predict the reaction product. The product is: [O:16]1[C:21]2[CH:22]=[CH:23][C:24]([CH2:26][CH2:27][N:28]3[CH2:33][CH2:32][N:31]([CH2:15][CH:13]([C:10]4[CH:9]=[CH:8][CH:7]=[C:6]5[C:11]=4[CH:12]=[C:3]([O:2][CH3:1])[CH:4]=[N:5]5)[OH:14])[CH2:30][CH2:29]3)=[CH:25][C:20]=2[O:19][CH2:18][CH2:17]1. (3) The product is: [NH2:9][CH2:10][C:11]([O:13][C@H:14]1[CH2:15][CH2:16][C@H:17]([NH:20][C:21]2[CH:26]=[C:25]([N:27]3[C:35]4[CH2:34][C:33]([CH3:36])([CH3:37])[CH2:32][C:31](=[O:38])[C:30]=4[C:29]([CH3:39])=[CH:28]3)[CH:24]=[C:23]([F:40])[C:22]=2[C:41](=[O:43])[NH2:42])[CH2:18][CH2:19]1)=[O:12]. Given the reactants Cl.C(OC([NH:9][CH2:10][C:11]([O:13][C@H:14]1[CH2:19][CH2:18][C@H:17]([NH:20][C:21]2[CH:26]=[C:25]([N:27]3[C:35]4[CH2:34][C:33]([CH3:37])([CH3:36])[CH2:32][C:31](=[O:38])[C:30]=4[C:29]([CH3:39])=[CH:28]3)[CH:24]=[C:23]([F:40])[C:22]=2[C:41](=[O:43])[NH2:42])[CH2:16][CH2:15]1)=[O:12])=O)(C)(C)C, predict the reaction product. (4) The product is: [CH:2]1([CH2:5][O:6][C:7]2[CH:12]=[CH:11][C:10]([CH3:13])=[CH:9][C:8]=2[C:14]2[C:15]3[NH:23][C:22]([CH3:24])=[C:21]([C:25]([NH:27][CH:28]4[CH2:29][CH2:30][N:31]([C:37](=[O:38])[CH2:36][O:35][CH3:34])[CH2:32][CH2:33]4)=[O:26])[C:16]=3[N:17]=[C:18]([CH3:20])[N:19]=2)[CH2:3][CH2:4]1. Given the reactants Cl.[CH:2]1([CH2:5][O:6][C:7]2[CH:12]=[CH:11][C:10]([CH3:13])=[CH:9][C:8]=2[C:14]2[C:15]3[NH:23][C:22]([CH3:24])=[C:21]([C:25]([NH:27][CH:28]4[CH2:33][CH2:32][NH:31][CH2:30][CH2:29]4)=[O:26])[C:16]=3[N:17]=[C:18]([CH3:20])[N:19]=2)[CH2:4][CH2:3]1.[CH3:34][O:35][CH2:36][C:37](Cl)=[O:38], predict the reaction product. (5) The product is: [ClH:23].[NH2:1][C:2]1[N:10]=[C:9]([NH:11][CH2:12][CH2:13][CH2:14][CH3:15])[N:8]=[C:7]2[C:3]=1[NH:4][C:5](=[O:22])[N:6]2[CH2:16][CH:17]1[CH2:21][CH2:20][O:19][CH2:18]1. Given the reactants [NH2:1][C:2]1[N:10]=[C:9]([NH:11][CH2:12][CH2:13][CH2:14][CH3:15])[N:8]=[C:7]2[C:3]=1[NH:4][C:5](=[O:22])[N:6]2[CH2:16][CH:17]1[CH2:21][CH2:20][O:19][CH2:18]1.[ClH:23], predict the reaction product. (6) Given the reactants [CH2:1]([O:8][C:9]1[C:14](=[O:15])[N:13]2[CH:16]=[C:17]([CH3:20])[CH:18]=[CH:19][C:12]2=[N:11][C:10]=1[C:21]#[N:22])[C:2]1[CH:7]=[CH:6][CH:5]=[CH:4][CH:3]=1.Cl.[NH2:24][OH:25].C(=O)(O)[O-].[Na+], predict the reaction product. The product is: [CH2:1]([O:8][C:9]1[C:14](=[O:15])[N:13]2[CH:16]=[C:17]([CH3:20])[CH:18]=[CH:19][C:12]2=[N:11][C:10]=1[C:21]([NH:24][OH:25])=[NH:22])[C:2]1[CH:3]=[CH:4][CH:5]=[CH:6][CH:7]=1. (7) The product is: [Cl:1][C:2]1[CH:3]=[C:4]2[C:8](=[CH:9][CH:10]=1)[NH:7][C:6](=[O:11])[C:5]2=[C:12]1[C:21]2[C:16](=[CH:17][CH:18]=[CH:19][CH:20]=2)[CH2:15][O:14]1. Given the reactants [Cl:1][C:2]1[CH:3]=[C:4]2[C:8](=[CH:9][CH:10]=1)[NH:7][C:6](=[O:11])[CH2:5]2.[C:12]1([C:21]2[C:16](=[CH:17][CH:18]=[CH:19][CH:20]=2)[CH2:15][O:14]1)=O.C[Si](C)(C)N[Si](C)(C)C.[Na].Cl, predict the reaction product. (8) Given the reactants Br[C:2]1[CH:24]=[C:23]([F:25])[CH:22]=[CH:21][C:3]=1[O:4][CH2:5][C:6]([N:8]([CH:18]([CH3:20])[CH3:19])[NH:9][C:10]([CH:12]1[CH2:17][CH2:16][CH2:15][CH2:14][CH2:13]1)=[O:11])=[O:7].C([O-])([O-])=O.[Na+].[Na+].[F:32][C:33]([F:45])([F:44])[O:34][C:35]1[CH:40]=[CH:39][CH:38]=[CH:37][C:36]=1B(O)O, predict the reaction product. The product is: [F:25][C:23]1[CH:22]=[CH:21][C:3]([O:4][CH2:5][C:6]([N:8]([CH:18]([CH3:20])[CH3:19])[NH:9][C:10]([CH:12]2[CH2:17][CH2:16][CH2:15][CH2:14][CH2:13]2)=[O:11])=[O:7])=[C:2]([C:36]2[CH:37]=[CH:38][CH:39]=[CH:40][C:35]=2[O:34][C:33]([F:32])([F:45])[F:44])[CH:24]=1.